The task is: Predict the product of the given reaction.. This data is from Forward reaction prediction with 1.9M reactions from USPTO patents (1976-2016). (1) Given the reactants [OH:1][CH:2]1[CH2:5][N:4]([C:6]([N:8]2[CH2:13][CH:12]([C:14]3[CH:19]=[CH:18][C:17]([C:20]([F:23])([F:22])[F:21])=[CH:16][CH:15]=3)[CH2:11][CH:10]([C:24](O)=[O:25])[CH2:9]2)=[O:7])[CH2:3]1.O[N:28]=[C:29]([C:31]1[CH:32]=[N:33][CH:34]=[CH:35][CH:36]=1)[NH2:30], predict the reaction product. The product is: [OH:1][CH:2]1[CH2:3][N:4]([C:6]([N:8]2[CH2:13][CH:12]([C:14]3[CH:15]=[CH:16][C:17]([C:20]([F:22])([F:21])[F:23])=[CH:18][CH:19]=3)[CH2:11][CH:10]([C:24]3[O:25][N:30]=[C:29]([C:31]4[CH:32]=[N:33][CH:34]=[CH:35][CH:36]=4)[N:28]=3)[CH2:9]2)=[O:7])[CH2:5]1. (2) Given the reactants [Si:1]([O:8][CH2:9][CH:10]([NH:20][C:21]([C:23]1[N:24]=[C:25]([N:28]2[CH2:31][CH:30](OS(C)(=O)=O)[CH2:29]2)[S:26][CH:27]=1)=[O:22])[CH2:11][O:12][Si:13]([C:16]([CH3:19])([CH3:18])[CH3:17])([CH3:15])[CH3:14])([C:4]([CH3:7])([CH3:6])[CH3:5])([CH3:3])[CH3:2].[C:37]([O-:40])(=[S:39])[CH3:38].[K+], predict the reaction product. The product is: [C:37]([S:39][CH:30]1[CH2:31][N:28]([C:25]2[S:26][CH:27]=[C:23]([C:21](=[O:22])[NH:20][CH:10]([CH2:9][O:8][Si:1]([C:4]([CH3:7])([CH3:5])[CH3:6])([CH3:3])[CH3:2])[CH2:11][O:12][Si:13]([C:16]([CH3:19])([CH3:18])[CH3:17])([CH3:14])[CH3:15])[N:24]=2)[CH2:29]1)(=[O:40])[CH3:38].